Dataset: Reaction yield outcomes from USPTO patents with 853,638 reactions. Task: Predict the reaction yield, written as a fraction of the theoretical maximum amount of product (1.0 means a 100% yield; for example, 0.34 means a 34% yield). (1) The reactants are [Br-].O(C[CH2:10][CH2:11][P+:12]([C:25]1[CH:30]=[CH:29][CH:28]=[CH:27][CH:26]=1)([C:19]1[CH:24]=[CH:23][CH:22]=[CH:21][CH:20]=1)[C:13]1[CH:18]=[CH:17][CH:16]=[CH:15][CH:14]=1)C1C=CC=CC=1.[O:31]([CH2:38][CH2:39][CH2:40]CC[Br:43])[C:32]1[CH:37]=[CH:36][CH:35]=[CH:34][CH:33]=1.C1(P(C2C=CC=CC=2)C2C=CC=CC=2)C=CC=CC=1. The catalyst is C1(C)C=CC=CC=1. The product is [Br-:43].[O:31]([CH2:38][CH2:39][CH2:40][CH2:10][CH2:11][P+:12]([C:13]1[CH:18]=[CH:17][CH:16]=[CH:15][CH:14]=1)([C:25]1[CH:26]=[CH:27][CH:28]=[CH:29][CH:30]=1)[C:19]1[CH:20]=[CH:21][CH:22]=[CH:23][CH:24]=1)[C:32]1[CH:37]=[CH:36][CH:35]=[CH:34][CH:33]=1. The yield is 0.740. (2) The reactants are Cl.[NH2:2][CH:3]([CH2:8][C:9]1[CH:14]=[CH:13][C:12]([Cl:15])=[CH:11][CH:10]=1)[C:4]([O:6][CH3:7])=[O:5].N1C=CC=CC=1.Cl[C:23]([O:25][CH2:26][CH3:27])=[O:24]. The catalyst is C(Cl)Cl.C(OCC)(=O)C.O. The product is [Cl:15][C:12]1[CH:11]=[CH:10][C:9]([CH2:8][CH:3]([NH:2][C:23]([O:25][CH2:26][CH3:27])=[O:24])[C:4]([O:6][CH3:7])=[O:5])=[CH:14][CH:13]=1. The yield is 0.990. (3) The reactants are [CH:1]([C:3]1[S:7][C:6]([CH:8]=[O:9])=[CH:5][CH:4]=1)=[CH2:2].[BH4-].[Na+]. The catalyst is CO. The product is [CH:1]([C:3]1[S:7][C:6]([CH2:8][OH:9])=[CH:5][CH:4]=1)=[CH2:2]. The yield is 0.880. (4) The reactants are [S:1]1[CH2:6][CH2:5][C:4](=O)[CH2:3][CH2:2]1.OP(O)(O)=O.CC(O)=O.[Br:17][C:18]1[CH:19]=[C:20]2[C:24](=[C:25]([C:28]([NH2:30])=[O:29])[C:26]=1[F:27])[NH:23][CH:22]=[CH:21]2.[NH4+].[OH-]. The catalyst is CO.C(Cl)Cl.CCOC(C)=O. The product is [Br:17][C:18]1[CH:19]=[C:20]2[C:24](=[C:25]([C:28]([NH2:30])=[O:29])[C:26]=1[F:27])[NH:23][CH:22]=[C:21]2[CH:4]1[CH2:5][CH2:6][S:1][CH2:2][CH2:3]1. The yield is 0.170.